This data is from Buchwald-Hartwig C-N cross coupling reaction yields with 55,370 reactions. The task is: Predict the reaction yield, written as a fraction of the theoretical maximum amount of product (1.0 means a 100% yield; for example, 0.34 means a 34% yield). (1) The reactants are CCc1ccc(I)cc1.Cc1ccc(N)cc1.O=S(=O)(O[Pd]1c2ccccc2-c2ccccc2N~1)C(F)(F)F.COc1ccc(OC)c(P([C@]23C[C@H]4C[C@H](C[C@H](C4)C2)C3)[C@]23C[C@H]4C[C@H](C[C@H](C4)C2)C3)c1-c1c(C(C)C)cc(C(C)C)cc1C(C)C.CN(C)C(=NC(C)(C)C)N(C)C.CCOC(=O)c1cnoc1C. No catalyst specified. The product is CCc1ccc(Nc2ccc(C)cc2)cc1. The yield is 0.279. (2) The reactants are FC(F)(F)c1ccc(Br)cc1.Cc1ccc(N)cc1.O=S(=O)(O[Pd]1c2ccccc2-c2ccccc2N~1)C(F)(F)F.CC(C)c1cc(C(C)C)c(-c2ccccc2P(C2CCCCC2)C2CCCCC2)c(C(C)C)c1.CN(C)C(=NC(C)(C)C)N(C)C.Cc1cc(-n2cccc2)no1. No catalyst specified. The product is Cc1ccc(Nc2ccc(C(F)(F)F)cc2)cc1. The yield is 0.321. (3) The reactants are COc1ccc(Cl)cc1.Cc1ccc(N)cc1.O=S(=O)(O[Pd]1c2ccccc2-c2ccccc2N~1)C(F)(F)F.COc1ccc(OC)c(P([C@]23C[C@H]4C[C@H](C[C@H](C4)C2)C3)[C@]23C[C@H]4C[C@H](C[C@H](C4)C2)C3)c1-c1c(C(C)C)cc(C(C)C)cc1C(C)C.CN(C)C(=NC(C)(C)C)N(C)C.Cc1cc(-n2cccc2)no1. No catalyst specified. The product is COc1ccc(Nc2ccc(C)cc2)cc1. The yield is 0.00927.